This data is from Catalyst prediction with 721,799 reactions and 888 catalyst types from USPTO. The task is: Predict which catalyst facilitates the given reaction. Reactant: Cl[CH2:2][CH2:3][CH2:4][CH:5]=[CH:6][CH2:7][CH2:8][C:9]([F:15])([F:14])[C:10]([F:13])([F:12])[F:11].[I-:16].[K+].CCCCCC.O. Product: [I:16][CH2:2][CH2:3][CH2:4][CH:5]=[CH:6][CH2:7][CH2:8][C:9]([F:15])([F:14])[C:10]([F:13])([F:12])[F:11]. The catalyst class is: 3.